Predict the reactants needed to synthesize the given product. From a dataset of Full USPTO retrosynthesis dataset with 1.9M reactions from patents (1976-2016). (1) Given the product [C:1]([C:4]1[CH:5]=[CH:6][C:7]2[O:12][CH2:11][C:10](=[O:13])[N:9]([CH2:14][CH2:15][N:16]3[CH2:17][CH2:18][CH:19]([NH2:22])[CH2:20][CH2:21]3)[C:8]=2[CH:30]=1)(=[O:3])[CH3:2], predict the reactants needed to synthesize it. The reactants are: [C:1]([C:4]1[CH:5]=[CH:6][C:7]2[O:12][CH2:11][C:10](=[O:13])[N:9]([CH2:14][CH2:15][N:16]3[CH2:21][CH2:20][CH:19]([NH:22]C(=O)OC(C)(C)C)[CH2:18][CH2:17]3)[C:8]=2[CH:30]=1)(=[O:3])[CH3:2].NC1CCN(CCN2C3C(=CC=C(C#N)C=3)C=CC2=O)CC1. (2) Given the product [Br:13][C:4]1[C:3]([C:7]2[CH:8]=[CH:9][CH:10]=[CH:11][CH:12]=2)=[C:2]([CH3:1])[NH:6][N:5]=1, predict the reactants needed to synthesize it. The reactants are: [CH3:1][C:2]1[NH:6][N:5]=[CH:4][C:3]=1[C:7]1[CH:12]=[CH:11][CH:10]=[CH:9][CH:8]=1.[Br:13]Br. (3) Given the product [C:1]([NH:5][C:6]([C:8]1[C:16]2[C:11](=[N:12][CH:13]=[C:14]([C:17]3[C:25]4[C:20](=[CH:21][CH:22]=[C:23]([O:26][CH:27]([F:28])[F:29])[CH:24]=4)[N:19]([CH2:30][CH2:31][C:32](=[O:33])[N:34]([CH3:36])[CH3:35])[N:18]=3)[N:15]=2)[NH:10][CH:9]=1)=[O:7])([CH3:4])([CH3:3])[CH3:2], predict the reactants needed to synthesize it. The reactants are: [C:1]([NH:5][C:6]([C:8]1[C:16]2[C:11](=[N:12][CH:13]=[C:14]([C:17]3[C:25]4[C:20](=[CH:21][CH:22]=[C:23]([O:26][CH:27]([F:29])[F:28])[CH:24]=4)[N:19]([CH2:30][CH2:31][C:32]([N:34]([CH3:36])[CH3:35])=[O:33])[N:18]=3)[N:15]=2)[N:10](COCC[Si](C)(C)C)[CH:9]=1)=[O:7])([CH3:4])([CH3:3])[CH3:2].FC(F)(F)C(O)=O. (4) Given the product [Cl:17][C:18]1[CH:23]=[C:22]([S:24]([CH2:27][CH3:28])(=[O:26])=[O:25])[CH:21]=[CH:20][C:19]=1[O:1][C:2]1[CH:3]=[C:4]([CH:12]([CH3:16])[C:13]([OH:15])=[O:14])[CH:5]=[C:6]([C:8]([F:9])([F:10])[F:11])[CH:7]=1, predict the reactants needed to synthesize it. The reactants are: [OH:1][C:2]1[CH:3]=[C:4]([CH:12]([CH3:16])[C:13]([OH:15])=[O:14])[CH:5]=[C:6]([C:8]([F:11])([F:10])[F:9])[CH:7]=1.[Cl:17][C:18]1[CH:23]=[C:22]([S:24]([CH2:27][CH3:28])(=[O:26])=[O:25])[CH:21]=[CH:20][C:19]=1F. (5) Given the product [C:1]1([C:7]2[CH:13]=[C:12]([C:14]3[CH:15]=[CH:16][CH:17]=[CH:18][CH:19]=3)[CH:11]=[C:10]([F:20])[C:8]=2[NH:9][C:22]2[CH:27]=[CH:26][CH:25]=[CH:24][CH:23]=2)[CH:6]=[CH:5][CH:4]=[CH:3][CH:2]=1, predict the reactants needed to synthesize it. The reactants are: [C:1]1([C:7]2[CH:13]=[C:12]([C:14]3[CH:19]=[CH:18][CH:17]=[CH:16][CH:15]=3)[CH:11]=[C:10]([F:20])[C:8]=2[NH2:9])[CH:6]=[CH:5][CH:4]=[CH:3][CH:2]=1.Br[C:22]1[CH:27]=[CH:26][CH:25]=[CH:24][CH:23]=1.[Na]. (6) The reactants are: [Br:1][C:2]1[CH:11]=[C:10]2[C:5]([CH:6]=[CH:7][C:8](=O)[NH:9]2)=[CH:4][N:3]=1.P(Cl)(Cl)([Cl:15])=O. Given the product [Br:1][C:2]1[CH:11]=[C:10]2[C:5]([CH:6]=[CH:7][C:8]([Cl:15])=[N:9]2)=[CH:4][N:3]=1, predict the reactants needed to synthesize it. (7) Given the product [C:18]([Si:15]([CH3:17])([CH3:16])[O:14][CH2:13][CH2:12][N:6]1[CH:7]=[CH:8][C:4]([N+:1]([O-:3])=[O:2])=[N:5]1)([CH3:21])([CH3:20])[CH3:19], predict the reactants needed to synthesize it. The reactants are: [N+:1]([C:4]1[CH:8]=[CH:7][NH:6][N:5]=1)([O-:3])=[O:2].[H-].[Na+].Br[CH2:12][CH2:13][O:14][Si:15]([C:18]([CH3:21])([CH3:20])[CH3:19])([CH3:17])[CH3:16]. (8) Given the product [F:15][C:16]1[CH:31]=[CH:30][C:19]([CH2:20][C:2]2[C:9]([C:10]#[N:11])=[C:8]([OH:12])[C:7]([O:13][CH3:14])=[CH:6][C:3]=2[C:4]#[N:5])=[CH:18][CH:17]=1, predict the reactants needed to synthesize it. The reactants are: Br[C:2]1[C:9]([C:10]#[N:11])=[C:8]([OH:12])[C:7]([O:13][CH3:14])=[CH:6][C:3]=1[C:4]#[N:5].[F:15][C:16]1[CH:31]=[CH:30][C:19]([CH2:20]B2OC(C)(C)C(C)(C)O2)=[CH:18][CH:17]=1. (9) Given the product [F:1][C:2]1[CH:3]=[C:4]([C:8]2[CH:13]=[CH:12][C:11]([F:14])=[C:10]([C:15]([NH:17][C:18]3[CH:19]=[C:20]([CH:26]=[CH:27][CH:28]=3)[CH:21]=[CH:22][C:23]([O:25][CH3:29])=[O:24])=[O:16])[CH:9]=2)[CH:5]=[CH:6][CH:7]=1, predict the reactants needed to synthesize it. The reactants are: [F:1][C:2]1[CH:3]=[C:4]([C:8]2[CH:13]=[CH:12][C:11]([F:14])=[C:10]([C:15]([NH:17][C:18]3[CH:19]=[C:20]([CH:26]=[CH:27][CH:28]=3)[CH:21]=[CH:22][C:23]([OH:25])=[O:24])=[O:16])[CH:9]=2)[CH:5]=[CH:6][CH:7]=1.[C:29]1(C)C=CC(S(O)(=O)=O)=CC=1.